From a dataset of Retrosynthesis with 50K atom-mapped reactions and 10 reaction types from USPTO. Predict the reactants needed to synthesize the given product. (1) Given the product CC(C)(C)OC(=O)C1CN(Cc2ccc(-c3noc(-c4onc(-c5ccccc5)c4C(F)(F)F)n3)cc2F)C1, predict the reactants needed to synthesize it. The reactants are: CC(C)(C)OC(=O)C1CNC1.Fc1cc(-c2noc(-c3onc(-c4ccccc4)c3C(F)(F)F)n2)ccc1CBr. (2) Given the product CC(C)n1nc(-c2cc(C(N)=O)cnc2-c2ccccc2)ccc1=O, predict the reactants needed to synthesize it. The reactants are: CC(C)n1nc(-c2cc(C(N)=O)c(Cl)nc2-c2ccccc2)ccc1=O. (3) Given the product CC(=O)Nc1ccc(Br)cc1CO, predict the reactants needed to synthesize it. The reactants are: CC(=O)Cl.Nc1ccc(Br)cc1CO. (4) Given the product O=c1c(C2CC2)c(OCc2ccccc2)ccn1CC1CC1, predict the reactants needed to synthesize it. The reactants are: O=c1c(I)c(OCc2ccccc2)ccn1CC1CC1.OB(O)C1CC1. (5) Given the product Nc1cc(Br)cc(-c2nc3ccccc3o2)c1, predict the reactants needed to synthesize it. The reactants are: O=C(Nc1cc(Br)cc(-c2nc3ccccc3o2)c1)OCc1ccccc1. (6) Given the product CC(C)(C)OC(=O)N[C@H](CCO)Cc1ccc(C(F)(F)F)cc1, predict the reactants needed to synthesize it. The reactants are: CC(C)(C)OC(=O)N[C@H](CC(=O)O)Cc1ccc(C(F)(F)F)cc1. (7) Given the product CN(c1ccc(N2C(=O)CC(=O)Nc3c2ccc2ccccc32)cc1)S(=O)(=O)c1cccc(Br)c1, predict the reactants needed to synthesize it. The reactants are: CI.O=C1CC(=O)N(c2ccc(NS(=O)(=O)c3cccc(Br)c3)cc2)c2ccc3ccccc3c2N1. (8) Given the product CC(C)(C)OC(=O)n1nc(-c2ccccc2)c2ccc(Nc3ccccc3Cl)cc21, predict the reactants needed to synthesize it. The reactants are: CC(C)(C)OC(=O)n1nc(-c2ccccc2)c2ccc(N)cc21.Clc1ccccc1Br. (9) Given the product Cc1nn(C)c(C)c1CN1CCN(c2nccnc2-c2ccc(S(C)(=O)=O)cc2)CC1, predict the reactants needed to synthesize it. The reactants are: CS(=O)(=O)c1ccc(-c2nccnc2N2CCNCC2)cc1.Cc1nn(C)c(C)c1C=O. (10) Given the product Cc1cc(CBr)cc(Oc2nc(Cl)nc(Cl)c2C(C)C)c1, predict the reactants needed to synthesize it. The reactants are: Cc1cc(C)cc(Oc2nc(Cl)nc(Cl)c2C(C)C)c1.O=C1CCC(=O)N1Br.